Dataset: Reaction yield outcomes from USPTO patents with 853,638 reactions. Task: Predict the reaction yield, written as a fraction of the theoretical maximum amount of product (1.0 means a 100% yield; for example, 0.34 means a 34% yield). (1) The reactants are [C:1]([N:4]1[CH2:9][CH2:8][CH:7]([C:10](=[O:19])[C:11]2[CH:16]=[CH:15][C:14]([O:17][CH3:18])=[CH:13][CH:12]=2)[CH2:6][CH2:5]1)(=O)[CH3:2].[Cl-].[Cl-].[Cl-].[Al+3].[C:24]1([O:30]C)C=CC=CC=1.C(N1CCC(C(Cl)=O)CC1)(=O)C. The yield is 0.600. The catalyst is C(=S)=S. The product is [OH:30][CH2:24][CH2:2][CH2:1][N:4]1[CH2:9][CH2:8][CH:7]([C:10](=[O:19])[C:11]2[CH:16]=[CH:15][C:14]([O:17][CH3:18])=[CH:13][CH:12]=2)[CH2:6][CH2:5]1. (2) The reactants are [NH2:1][C@H:2]1[CH2:7][CH2:6][N:5]([C:8]([O:10][C:11]([CH3:14])([CH3:13])[CH3:12])=[O:9])[CH2:4][C@H:3]1[N:15]=[N+:16]=[N-:17].C(N(C(C)C)CC)(C)C.[Cl:27][C:28]1[N:29]=[C:30]([C:35](Cl)=[O:36])[NH:31][C:32]=1[CH2:33][CH3:34]. The catalyst is ClCCl. The product is [N:15]([C@H:3]1[C@@H:2]([NH:1][C:35]([C:30]2[NH:31][C:32]([CH2:33][CH3:34])=[C:28]([Cl:27])[N:29]=2)=[O:36])[CH2:7][CH2:6][N:5]([C:8]([O:10][C:11]([CH3:12])([CH3:13])[CH3:14])=[O:9])[CH2:4]1)=[N+:16]=[N-:17]. The yield is 0.780. (3) The reactants are [N+:1]([C:4]1[CH:9]=[CH:8][C:7]([C:10]([F:13])([F:12])[F:11])=[CH:6][CH:5]=1)([O-:3])=[O:2].ClC1C=CC(O[CH2:20][C:21]#[N:22])=CC=1.CC(C)([O-])C.[K+]. The catalyst is CN(C=O)C. The product is [N+:1]([C:4]1[CH:5]=[CH:6][C:7]([C:10]([F:11])([F:12])[F:13])=[CH:8][C:9]=1[CH2:20][C:21]#[N:22])([O-:3])=[O:2]. The yield is 0.320. (4) The reactants are [OH:1][CH2:2][C:3]1[N:4]=[C:5]([CH:8]=[CH:9][C:10]2[CH:15]=[CH:14][C:13]([C:16]([F:19])([F:18])[F:17])=[CH:12][CH:11]=2)[O:6][CH:7]=1.CC([O-])(C)C.[Na+].[Br:26][C:27]1[CH:28]=[N:29][C:30](Cl)=[N:31][CH:32]=1.C(Cl)(Cl)Cl. The catalyst is O1CCCC1. The product is [Br:26][C:27]1[CH:28]=[N:29][C:30]([O:1][CH2:2][C:3]2[N:4]=[C:5]([CH:8]=[CH:9][C:10]3[CH:15]=[CH:14][C:13]([C:16]([F:19])([F:18])[F:17])=[CH:12][CH:11]=3)[O:6][CH:7]=2)=[N:31][CH:32]=1. The yield is 1.00. (5) The reactants are [Si:1]([O:8][CH2:9][C:10]1[CH:15]=[CH:14][C:13]([CH:16]([OH:21])[CH2:17][CH:18]([CH3:20])[CH3:19])=[CH:12][N:11]=1)([C:4]([CH3:7])([CH3:6])[CH3:5])([CH3:3])[CH3:2]. The catalyst is O1CCOCC1.[O-2].[O-2].[Mn+4]. The product is [Si:1]([O:8][CH2:9][C:10]1[CH:15]=[CH:14][C:13]([C:16](=[O:21])[CH2:17][CH:18]([CH3:19])[CH3:20])=[CH:12][N:11]=1)([C:4]([CH3:7])([CH3:6])[CH3:5])([CH3:3])[CH3:2]. The yield is 1.00. (6) The reactants are [F:1][C:2]1[CH:10]=[CH:9][C:8]([F:11])=[CH:7][C:3]=1[C:4](Cl)=[O:5].[CH2:12]([NH:15][CH2:16][C:17]1[N:21]([CH2:22][CH2:23][CH3:24])[C:20]2[CH:25]=[CH:26][C:27]([CH2:29][O:30][Si:31]([CH3:37])([CH3:36])[C:32]([CH3:35])([CH3:34])[CH3:33])=[CH:28][C:19]=2[N:18]=1)[CH2:13][CH3:14]. The catalyst is ClCCl. The product is [F:1][C:2]1[CH:10]=[CH:9][C:8]([F:11])=[CH:7][C:3]=1[C:4]([N:15]([CH2:12][CH2:13][CH3:14])[CH2:16][C:17]1[N:21]([CH2:22][CH2:23][CH3:24])[C:20]2[CH:25]=[CH:26][C:27]([CH2:29][O:30][Si:31]([CH3:36])([CH3:37])[C:32]([CH3:34])([CH3:33])[CH3:35])=[CH:28][C:19]=2[N:18]=1)=[O:5]. The yield is 0.740. (7) The reactants are C([O:3][C:4](=[O:15])[CH2:5][C:6]1[N:7]=[C:8]2[N:12]([CH:13]=1)[N:11]=[C:10]([CH3:14])[S:9]2)C.[OH-].[Na+]. The catalyst is CCO. The product is [CH3:14][C:10]1[S:9][C:8]2=[N:7][C:6]([CH2:5][C:4]([OH:15])=[O:3])=[CH:13][N:12]2[N:11]=1. The yield is 0.500.